The task is: Regression. Given two drug SMILES strings and cell line genomic features, predict the synergy score measuring deviation from expected non-interaction effect.. This data is from NCI-60 drug combinations with 297,098 pairs across 59 cell lines. (1) Drug 1: C1=CN(C(=O)N=C1N)C2C(C(C(O2)CO)O)O.Cl. Drug 2: CC1CCCC2(C(O2)CC(NC(=O)CC(C(C(=O)C(C1O)C)(C)C)O)C(=CC3=CSC(=N3)C)C)C. Cell line: SNB-19. Synergy scores: CSS=37.4, Synergy_ZIP=-9.40, Synergy_Bliss=-14.9, Synergy_Loewe=-19.0, Synergy_HSA=-10.4. (2) Drug 1: COC1=C(C=C2C(=C1)N=CN=C2NC3=CC(=C(C=C3)F)Cl)OCCCN4CCOCC4. Drug 2: C1=NC2=C(N1)C(=S)N=C(N2)N. Cell line: CAKI-1. Synergy scores: CSS=67.9, Synergy_ZIP=-5.03, Synergy_Bliss=-5.96, Synergy_Loewe=-4.19, Synergy_HSA=0.976. (3) Drug 1: COC1=NC(=NC2=C1N=CN2C3C(C(C(O3)CO)O)O)N. Drug 2: CS(=O)(=O)OCCCCOS(=O)(=O)C. Cell line: UACC-257. Synergy scores: CSS=2.18, Synergy_ZIP=0.567, Synergy_Bliss=1.96, Synergy_Loewe=-0.720, Synergy_HSA=-0.526. (4) Drug 1: C1=CC(=CC=C1CC(C(=O)O)N)N(CCCl)CCCl.Cl. Drug 2: CC1C(C(=O)NC(C(=O)N2CCCC2C(=O)N(CC(=O)N(C(C(=O)O1)C(C)C)C)C)C(C)C)NC(=O)C3=C4C(=C(C=C3)C)OC5=C(C(=O)C(=C(C5=N4)C(=O)NC6C(OC(=O)C(N(C(=O)CN(C(=O)C7CCCN7C(=O)C(NC6=O)C(C)C)C)C)C(C)C)C)N)C. Cell line: UACC62. Synergy scores: CSS=12.7, Synergy_ZIP=-0.132, Synergy_Bliss=4.25, Synergy_Loewe=4.64, Synergy_HSA=4.27. (5) Drug 1: CC1CCC2CC(C(=CC=CC=CC(CC(C(=O)C(C(C(=CC(C(=O)CC(OC(=O)C3CCCCN3C(=O)C(=O)C1(O2)O)C(C)CC4CCC(C(C4)OC)OCCO)C)C)O)OC)C)C)C)OC. Drug 2: C1=CC=C(C(=C1)C(C2=CC=C(C=C2)Cl)C(Cl)Cl)Cl. Cell line: K-562. Synergy scores: CSS=12.9, Synergy_ZIP=11.3, Synergy_Bliss=13.0, Synergy_Loewe=16.4, Synergy_HSA=8.18. (6) Drug 1: COC1=C2C(=CC3=C1OC=C3)C=CC(=O)O2. Drug 2: C1CCC(C(C1)N)N.C(=O)(C(=O)[O-])[O-].[Pt+4]. Cell line: CAKI-1. Synergy scores: CSS=9.06, Synergy_ZIP=-15.2, Synergy_Bliss=-21.2, Synergy_Loewe=-24.8, Synergy_HSA=-16.6. (7) Drug 1: C1CC(=O)NC(=O)C1N2CC3=C(C2=O)C=CC=C3N. Drug 2: C1CN(CCN1C(=O)CCBr)C(=O)CCBr. Cell line: OVCAR-8. Synergy scores: CSS=11.9, Synergy_ZIP=-3.48, Synergy_Bliss=2.09, Synergy_Loewe=-2.36, Synergy_HSA=3.87. (8) Cell line: UACC-257. Drug 2: CN(C)N=NC1=C(NC=N1)C(=O)N. Drug 1: CC1=C2C(C(=O)C3(C(CC4C(C3C(C(C2(C)C)(CC1OC(=O)C(C(C5=CC=CC=C5)NC(=O)OC(C)(C)C)O)O)OC(=O)C6=CC=CC=C6)(CO4)OC(=O)C)OC)C)OC. Synergy scores: CSS=10.8, Synergy_ZIP=-4.12, Synergy_Bliss=-1.22, Synergy_Loewe=-21.4, Synergy_HSA=-5.93. (9) Drug 2: C1C(C(OC1N2C=NC(=NC2=O)N)CO)O. Drug 1: C1CN1P(=S)(N2CC2)N3CC3. Cell line: K-562. Synergy scores: CSS=46.9, Synergy_ZIP=2.60, Synergy_Bliss=2.21, Synergy_Loewe=6.75, Synergy_HSA=7.71. (10) Cell line: HL-60(TB). Drug 1: C1=CC=C(C=C1)NC(=O)CCCCCCC(=O)NO. Synergy scores: CSS=67.6, Synergy_ZIP=5.61, Synergy_Bliss=7.21, Synergy_Loewe=2.66, Synergy_HSA=5.06. Drug 2: C1CN(CCN1C(=O)CCBr)C(=O)CCBr.